Dataset: Forward reaction prediction with 1.9M reactions from USPTO patents (1976-2016). Task: Predict the product of the given reaction. (1) Given the reactants OS(O)(=O)=O.[C:6]([CH:8]([C:14]([CH3:23])([CH3:22])[CH2:15][C:16]1[CH:21]=[CH:20][CH:19]=[CH:18][CH:17]=1)[C:9]([O:11][CH2:12][CH3:13])=[O:10])#[N:7], predict the reaction product. The product is: [NH2:7][C:6]1[C:17]2[C:16](=[CH:21][CH:20]=[CH:19][CH:18]=2)[CH2:15][C:14]([CH3:22])([CH3:23])[C:8]=1[C:9]([O:11][CH2:12][CH3:13])=[O:10]. (2) Given the reactants [N+:1]([C:4]1[CH:5]=[C:6]([C:11]2[O:12][C:13]3[CH:19]=[CH:18][CH:17]=[C:16]([CH3:20])[C:14]=3[N:15]=2)[C:7](F)=[CH:8][CH:9]=1)([O-:3])=[O:2].[CH2:21]([NH2:24])[CH2:22][CH3:23], predict the reaction product. The product is: [N+:1]([C:4]1[CH:5]=[C:6]([C:11]2[O:12][C:13]3[CH:19]=[CH:18][CH:17]=[C:16]([CH3:20])[C:14]=3[N:15]=2)[C:7]([NH:24][CH2:21][CH2:22][CH3:23])=[CH:8][CH:9]=1)([O-:3])=[O:2]. (3) Given the reactants [Br:1][C:2]1[C:7]([F:8])=[CH:6][CH:5]=[C:4]([F:9])[C:3]=1[OH:10].Cl[C:12]([F:17])([F:16])C([O-])=O.[Na+].C(=O)([O-])[O-].[K+].[K+], predict the reaction product. The product is: [Br:1][C:2]1[C:3]([O:10][CH:12]([F:17])[F:16])=[C:4]([F:9])[CH:5]=[CH:6][C:7]=1[F:8].